This data is from Forward reaction prediction with 1.9M reactions from USPTO patents (1976-2016). The task is: Predict the product of the given reaction. (1) Given the reactants [C:1]([Si:5]([CH3:18])([CH3:17])[O:6][CH:7]1[CH2:12][CH2:11][C:10]([CH3:16])(C(O)=O)[CH2:9][CH2:8]1)([CH3:4])([CH3:3])[CH3:2].C([N:21]([CH2:24]C)CC)C.C1(P(N=[N+]=[N-])(C2C=CC=CC=2)=[O:33])C=CC=CC=1.[CH2:43]([OH:50])[C:44]1[CH:49]=[CH:48][CH:47]=[CH:46][CH:45]=1, predict the reaction product. The product is: [CH2:43]([O:50][C:24](=[O:33])[NH:21][C:10]1([CH3:16])[CH2:9][CH2:8][CH:7]([O:6][Si:5]([C:1]([CH3:2])([CH3:3])[CH3:4])([CH3:17])[CH3:18])[CH2:12][CH2:11]1)[C:44]1[CH:49]=[CH:48][CH:47]=[CH:46][CH:45]=1. (2) The product is: [O:1]1[CH2:6][CH2:5][CH:4]([C:7]2[CH:12]=[CH:11][C:10]([N:13]3[CH2:17][C@H:16]([CH2:18][NH:19][C:20](=[O:22])[CH3:21])[O:15][C:14]3=[O:23])=[CH:9][C:8]=2[F:24])[CH2:3][CH2:2]1. Given the reactants [O:1]1[CH2:6][CH:5]=[C:4]([C:7]2[CH:12]=[CH:11][C:10]([N:13]3[CH2:17][C@H:16]([CH2:18][NH:19][C:20](=[O:22])[CH3:21])[O:15][C:14]3=[O:23])=[CH:9][C:8]=2[F:24])[CH2:3][CH2:2]1, predict the reaction product. (3) Given the reactants [F:1][C:2]([F:15])([F:14])[CH2:3][O:4][CH2:5][CH2:6][O:7]C1CCCCO1.[Br-].[Mg+2].[Br-], predict the reaction product. The product is: [F:1][C:2]([F:15])([F:14])[CH2:3][O:4][CH2:5][CH2:6][OH:7]. (4) Given the reactants [CH:1]1([CH2:4][O:5][C:6]2[CH:14]=[CH:13][C:9]3[O:10][CH2:11][O:12][C:8]=3[C:7]=2[C:15]2[C:16]3[NH:23][CH:22]=[C:21]([C:24](O)=[O:25])[C:17]=3[N:18]=[CH:19][N:20]=2)[CH2:3][CH2:2]1.CCN(C(C)C)C(C)C.CN(C(ON1N=NC2C=CC=CC1=2)=[N+](C)C)C.F[P-](F)(F)(F)(F)F.[NH2:60][C@@H:61]([CH2:91][C:92]1[CH:93]=[N:94][CH:95]=[CH:96][CH:97]=1)[C:62]([N:64]1[CH2:69][CH2:68][CH:67]([N:70]2[N:79]=[C:78]([C:80]3[CH:85]=[CH:84][C:83]([O:86][CH3:87])=[C:82]([O:88][CH3:89])[CH:81]=3)[CH2:77][C:72]3([CH2:76][CH2:75][CH2:74][CH2:73]3)[C:71]2=[O:90])[CH2:66][CH2:65]1)=[O:63], predict the reaction product. The product is: [CH:1]1([CH2:4][O:5][C:6]2[CH:14]=[CH:13][C:9]3[O:10][CH2:11][O:12][C:8]=3[C:7]=2[C:15]2[C:16]3[NH:23][CH:22]=[C:21]([C:24]([NH:60][C@@H:61]([CH2:91][C:92]4[CH:93]=[N:94][CH:95]=[CH:96][CH:97]=4)[C:62]([N:64]4[CH2:65][CH2:66][CH:67]([N:70]5[N:79]=[C:78]([C:80]6[CH:85]=[CH:84][C:83]([O:86][CH3:87])=[C:82]([O:88][CH3:89])[CH:81]=6)[CH2:77][C:72]6([CH2:76][CH2:75][CH2:74][CH2:73]6)[C:71]5=[O:90])[CH2:68][CH2:69]4)=[O:63])=[O:25])[C:17]=3[N:18]=[CH:19][N:20]=2)[CH2:3][CH2:2]1. (5) Given the reactants [NH2:1][C:2]1[C:7]([N:8]2[C:12](=[O:13])[CH:11]3[CH2:14][CH2:15][CH:16]=[CH:17][CH:10]3[C:9]2=[O:18])=[C:6]([F:19])[CH:5]=[C:4]([Cl:20])[C:3]=1[OH:21].[CH2:22](Br)[C:23]#[CH:24].C(=O)([O-])[O-].[K+].[K+], predict the reaction product. The product is: [NH2:1][C:2]1[C:3]([O:21][CH2:24][C:23]#[CH:22])=[C:4]([Cl:20])[CH:5]=[C:6]([F:19])[C:7]=1[N:8]1[C:12](=[O:13])[CH:11]2[CH2:14][CH2:15][CH:16]=[CH:17][CH:10]2[C:9]1=[O:18]. (6) Given the reactants [Si:1]([O:8][C:9]1[CH:14]=[C:13]([O:15][Si:16]([C:19]([CH3:22])([CH3:21])[CH3:20])([CH3:18])[CH3:17])[CH:12]=[CH:11][C:10]=1[C@H:23]1[CH2:28][CH2:27][C@H:26]([NH2:29])[CH2:25][CH2:24]1)([C:4]([CH3:7])([CH3:6])[CH3:5])([CH3:3])[CH3:2].ClC(Cl)C.C(N(CC)CC)C.[N+:41]([C:44]1[CH:45]=[C:46]([CH:50]=[CH:51][CH:52]=1)[C:47](Cl)=[O:48])([O-:43])=[O:42], predict the reaction product. The product is: [Si:1]([O:8][C:9]1[CH:14]=[C:13]([O:15][Si:16]([C:19]([CH3:20])([CH3:21])[CH3:22])([CH3:18])[CH3:17])[CH:12]=[CH:11][C:10]=1[C@H:23]1[CH2:24][CH2:25][C@H:26]([NH:29][C:47](=[O:48])[C:46]2[CH:50]=[CH:51][CH:52]=[C:44]([N+:41]([O-:43])=[O:42])[CH:45]=2)[CH2:27][CH2:28]1)([C:4]([CH3:5])([CH3:6])[CH3:7])([CH3:3])[CH3:2]. (7) Given the reactants [C:1]1(=[O:11])[NH:5][C:4](=[O:6])[C:3]2=[CH:7][CH:8]=[CH:9][CH:10]=[C:2]12.[K].CN(C=O)C.I[CH2:19][C:20]1([CH3:32])[CH2:24][C:23]2[C:25]([CH3:31])=[CH:26][C:27]([CH3:30])=[C:28]([CH3:29])[C:22]=2[O:21]1.O, predict the reaction product. The product is: [CH3:19][C:20]1([CH2:32][N:5]2[C:1](=[O:11])[C:2]3[C:3](=[CH:7][CH:8]=[CH:9][CH:10]=3)[C:4]2=[O:6])[CH2:24][C:23]2[C:25]([CH3:31])=[CH:26][C:27]([CH3:30])=[C:28]([CH3:29])[C:22]=2[O:21]1. (8) Given the reactants [F:1][C:2]1[CH:7]=[CH:6][C:5]([CH2:8][C:9]2[CH:18]=[C:17]3[C:12]([C:13]([OH:34])=[C:14]([C:29](OCC)=[O:30])[C:15](=[O:28])[N:16]3[CH2:19][CH2:20][N:21]3[CH2:26][CH2:25][CH2:24][CH2:23][C:22]3=[O:27])=[N:11][CH:10]=2)=[CH:4][CH:3]=1.[CH2:35]([O:37][CH2:38][CH2:39][NH2:40])[CH3:36], predict the reaction product. The product is: [CH2:35]([O:37][CH2:38][CH2:39][NH:40][C:29]([C:14]1[C:15](=[O:28])[N:16]([CH2:19][CH2:20][N:21]2[CH2:26][CH2:25][CH2:24][CH2:23][C:22]2=[O:27])[C:17]2[C:12]([C:13]=1[OH:34])=[N:11][CH:10]=[C:9]([CH2:8][C:5]1[CH:6]=[CH:7][C:2]([F:1])=[CH:3][CH:4]=1)[CH:18]=2)=[O:30])[CH3:36].